From a dataset of Full USPTO retrosynthesis dataset with 1.9M reactions from patents (1976-2016). Predict the reactants needed to synthesize the given product. (1) Given the product [NH2:1][C:2]1[N:7]=[CH:6][N:5]=[C:4]([NH:8][CH:9]([C:11]2[C:20]([C:21]3[CH:26]=[CH:25][CH:24]=[CH:23][CH:22]=3)=[C:19]([C:27]([OH:29])=[O:28])[C:18]3[C:13](=[CH:14][CH:15]=[C:16]([F:31])[CH:17]=3)[N:12]=2)[CH3:10])[C:3]=1[C:32]#[N:33], predict the reactants needed to synthesize it. The reactants are: [NH2:1][C:2]1[N:7]=[CH:6][N:5]=[C:4]([NH:8][CH:9]([C:11]2[C:20]([C:21]3[CH:26]=[CH:25][CH:24]=[CH:23][CH:22]=3)=[C:19]([C:27]([O:29]C)=[O:28])[C:18]3[C:13](=[CH:14][CH:15]=[C:16]([F:31])[CH:17]=3)[N:12]=2)[CH3:10])[C:3]=1[C:32]#[N:33].C1COCC1.[Li+].[OH-]. (2) Given the product [F:1][C:2]1[CH:3]=[CH:4][C:5]([O:26][CH3:27])=[C:6]([C:8]2[CH:13]=[CH:12][N:11]=[C:10]3[N:14]([S:17]([C:20]4[CH:25]=[CH:24][CH:23]=[CH:22][CH:21]=4)(=[O:19])=[O:18])[C:15]([I:36])=[CH:16][C:9]=23)[CH:7]=1, predict the reactants needed to synthesize it. The reactants are: [F:1][C:2]1[CH:3]=[CH:4][C:5]([O:26][CH3:27])=[C:6]([C:8]2[CH:13]=[CH:12][N:11]=[C:10]3[N:14]([S:17]([C:20]4[CH:25]=[CH:24][CH:23]=[CH:22][CH:21]=4)(=[O:19])=[O:18])[CH:15]=[CH:16][C:9]=23)[CH:7]=1.C([N-]C(C)C)(C)C.[Li+].[I:36]I. (3) Given the product [Cl:8][C:6]1[N:5]=[N:4][C:3]([C:9]([O:11][CH2:12][CH3:13])=[O:10])=[C:2]([NH:23][C:21]2[CH:20]=[C:19]([CH3:24])[CH:18]=[C:17]([CH:14]([CH3:16])[CH3:15])[N:22]=2)[CH:7]=1, predict the reactants needed to synthesize it. The reactants are: Cl[C:2]1[CH:7]=[C:6]([Cl:8])[N:5]=[N:4][C:3]=1[C:9]([O:11][CH2:12][CH3:13])=[O:10].[CH:14]([C:17]1[N:22]=[C:21]([NH2:23])[CH:20]=[C:19]([CH3:24])[CH:18]=1)([CH3:16])[CH3:15]. (4) The reactants are: [Cl:1][C:2]1[CH:10]=[C:9]2[C:5]([C:6]([C:11](=[O:16])[C:12]([F:15])([F:14])[F:13])=[CH:7][NH:8]2)=[CH:4][CH:3]=1.[C:17](O[C:17]([O:19][C:20]([CH3:23])([CH3:22])[CH3:21])=[O:18])([O:19][C:20]([CH3:23])([CH3:22])[CH3:21])=[O:18]. Given the product [Cl:1][C:2]1[CH:10]=[C:9]2[C:5]([C:6]([C:11](=[O:16])[C:12]([F:13])([F:14])[F:15])=[CH:7][N:8]2[C:17]([O:19][C:20]([CH3:23])([CH3:22])[CH3:21])=[O:18])=[CH:4][CH:3]=1, predict the reactants needed to synthesize it. (5) The reactants are: [CH3:1][CH:2]1[CH2:7][CH2:6][CH2:5][CH2:4][N:3]1[C:8]1[CH:16]=[CH:15][C:11]([C:12]([OH:14])=O)=[CH:10][C:9]=1[C:17]([F:20])([F:19])[F:18].O[N:22]=[C:23]([C:25]1[CH:33]=[CH:32][C:28]2[NH:29][CH:30]=[N:31][C:27]=2[CH:26]=1)[NH2:24]. Given the product [CH3:1][CH:2]1[CH2:7][CH2:6][CH2:5][CH2:4][N:3]1[C:8]1[CH:16]=[CH:15][C:11]([C:12]2[O:14][N:22]=[C:23]([C:25]3[CH:33]=[CH:32][C:28]4[NH:29][CH:30]=[N:31][C:27]=4[CH:26]=3)[N:24]=2)=[CH:10][C:9]=1[C:17]([F:19])([F:18])[F:20], predict the reactants needed to synthesize it. (6) Given the product [F:18][C:2]([F:1])([F:17])[C:3]1[CH:4]=[CH:5][C:6]([O:9][C:10]2[CH:11]=[CH:12][C:13]([O:16][C:28](=[O:29])[N:27]([CH2:20][C:21]3[CH:26]=[CH:25][CH:24]=[CH:23][CH:22]=3)[CH3:36])=[CH:14][CH:15]=2)=[N:7][CH:8]=1, predict the reactants needed to synthesize it. The reactants are: [F:1][C:2]([F:18])([F:17])[C:3]1[CH:4]=[CH:5][C:6]([O:9][C:10]2[CH:15]=[CH:14][C:13]([OH:16])=[CH:12][CH:11]=2)=[N:7][CH:8]=1.[I-].[CH2:20]([N:27]([CH3:36])[C:28](N1C=C[N+](C)=C1)=[O:29])[C:21]1[CH:26]=[CH:25][CH:24]=[CH:23][CH:22]=1. (7) Given the product [CH:1]1([N:6]2[CH2:12][C:11]([F:13])([F:14])[C:10](=[O:15])[N:9]([CH3:16])[C:8]3[CH:17]=[N:18][C:19]([NH:21][C:22]4[CH:30]=[CH:29][C:25]([C:26]([NH:43][C:42]5[CH:44]=[CH:45][CH:46]=[C:40]([N:37]6[CH2:36][CH2:35][N:34]([CH3:33])[CH2:39][CH2:38]6)[CH:41]=5)=[O:28])=[CH:24][C:23]=4[O:31][CH3:32])=[N:20][C:7]2=3)[CH2:2][CH2:3][CH2:4][CH2:5]1, predict the reactants needed to synthesize it. The reactants are: [CH:1]1([N:6]2[CH2:12][C:11]([F:14])([F:13])[C:10](=[O:15])[N:9]([CH3:16])[C:8]3[CH:17]=[N:18][C:19]([NH:21][C:22]4[CH:30]=[CH:29][C:25]([C:26]([OH:28])=O)=[CH:24][C:23]=4[O:31][CH3:32])=[N:20][C:7]2=3)[CH2:5][CH2:4][CH2:3][CH2:2]1.[CH3:33][N:34]1[CH2:39][CH2:38][N:37]([C:40]2[CH:41]=[C:42]([CH:44]=[CH:45][CH:46]=2)[NH2:43])[CH2:36][CH2:35]1.